This data is from Forward reaction prediction with 1.9M reactions from USPTO patents (1976-2016). The task is: Predict the product of the given reaction. (1) Given the reactants C(OC([N:11]1[CH2:15][C@H:14]([F:16])[C@@H:13]([OH:17])[C@H:12]1[C:18]([O:20]CC1C=CC=CC=1)=[O:19])=O)C1C=CC=CC=1.[OH-].[Na+].[CH3:42][C:41]([O:40][C:38](O[C:38]([O:40][C:41]([CH3:44])([CH3:43])[CH3:42])=[O:39])=[O:39])([CH3:44])[CH3:43], predict the reaction product. The product is: [C:41]([O:40][C:38]([N:11]1[CH2:15][C@H:14]([F:16])[C@@H:13]([OH:17])[C@H:12]1[C:18]([OH:20])=[O:19])=[O:39])([CH3:42])([CH3:43])[CH3:44]. (2) Given the reactants [CH:1]1([N:7]=[C:8]=[O:9])[CH2:6][CH2:5][CH2:4][CH2:3][CH2:2]1.[CH:10]1([NH2:15])[CH2:14][CH2:13][CH2:12][CH2:11]1.NC(N)=O.[C:20](Cl)(=[O:25])[CH2:21][C:22](Cl)=[O:23], predict the reaction product. The product is: [CH:1]1([N:7]2[C:22](=[O:23])[CH2:21][C:20](=[O:25])[N:15]([CH:10]3[CH2:14][CH2:13][CH2:12][CH2:11]3)[C:8]2=[O:9])[CH2:6][CH2:5][CH2:4][CH2:3][CH2:2]1.